Dataset: Forward reaction prediction with 1.9M reactions from USPTO patents (1976-2016). Task: Predict the product of the given reaction. (1) Given the reactants COC1C=CC(C[N:10](CC2C=CC(OC)=CC=2)[CH2:11][CH:12]([NH:20][C:21]2[N:22](COCC[Si](C)(C)C)[C:23]([C:26]3[CH:27]=[C:28]4[C:33](=[CH:34][CH:35]=3)[CH:32]=[N:31][CH:30]=[CH:29]4)=[CH:24][N:25]=2)[CH2:13][C:14]2[CH:19]=[CH:18][CH:17]=[CH:16][CH:15]=2)=CC=1.NC(CC1C=CC=CC=1)CN(CC1C=CC(OC)=CC=1)CC1C=CC(OC)=CC=1.C([Li])CCC.C[Si](C)(C)CCOCN1C(C2C=C3C(=CC=2)C=NC=C3)=CN=C1S(C1C=CC=CC=1)(=O)=O.[OH-].[NH4+], predict the reaction product. The product is: [NH2:10][CH2:11][CH:12]([NH:20][C:21]1[NH:22][C:23]([C:26]2[CH:27]=[C:28]3[C:33](=[CH:34][CH:35]=2)[CH:32]=[N:31][CH:30]=[CH:29]3)=[CH:24][N:25]=1)[CH2:13][C:14]1[CH:15]=[CH:16][CH:17]=[CH:18][CH:19]=1. (2) Given the reactants Br[C:2]1[CH:20]=[CH:19][C:5]([O:6][CH2:7][CH:8]2[CH2:13][CH2:12][N:11]([CH2:14][C:15]([F:18])([CH3:17])[CH3:16])[CH2:10][CH2:9]2)=[CH:4][C:3]=1[F:21].[CH3:22][S:23]([C:26]1[CH:31]=[CH:30][C:29](B(O)O)=[CH:28][CH:27]=1)(=[O:25])=[O:24].C([O-])([O-])=O.[Cs+].[Cs+], predict the reaction product. The product is: [F:18][C:15]([CH3:17])([CH3:16])[CH2:14][N:11]1[CH2:12][CH2:13][CH:8]([CH2:7][O:6][C:5]2[CH:19]=[CH:20][C:2]([C:29]3[CH:30]=[CH:31][C:26]([S:23]([CH3:22])(=[O:25])=[O:24])=[CH:27][CH:28]=3)=[C:3]([F:21])[CH:4]=2)[CH2:9][CH2:10]1. (3) Given the reactants C[O:2][CH:3]=[CH:4][CH2:5][C:6]1[CH:11]=[CH:10][CH:9]=[CH:8][CH:7]=1.[CH2:12](C1C=CC(C=O)=CC=1)[CH:13]([CH3:15])[CH3:14], predict the reaction product. The product is: [CH2:12]([C:9]1[CH:10]=[CH:11][C:6]([CH2:5][CH2:4][CH:3]=[O:2])=[CH:7][CH:8]=1)[CH:13]([CH3:15])[CH3:14]. (4) Given the reactants [NH2:1][C:2]1[N:7]=[C:6]([C:8]2[CH:13]=[CH:12][CH:11]=[CH:10][C:9]=2[O:14][CH3:15])[C:5]([C:16]2[CH:17]=[CH:18][C:19](=[O:22])[NH:20][N:21]=2)=[CH:4][N:3]=1.[CH3:23]I, predict the reaction product. The product is: [NH2:1][C:2]1[N:7]=[C:6]([C:8]2[CH:13]=[CH:12][CH:11]=[CH:10][C:9]=2[O:14][CH3:15])[C:5]([C:16]2[CH:17]=[CH:18][C:19](=[O:22])[N:20]([CH3:23])[N:21]=2)=[CH:4][N:3]=1. (5) The product is: [F:19][C:20]1[CH:25]=[CH:24][C:23]([N:26]2[CH2:31][CH2:30][N:29]([CH2:2][C:3]3[CH:12]=[N:11][C:10]4[N:9]5[CH2:13][CH2:14][CH2:15][C@H:8]5[C:7](=[O:16])[NH:6][C:5]=4[CH:4]=3)[CH2:28][CH2:27]2)=[C:22]([CH3:32])[CH:21]=1. Given the reactants O[CH2:2][C:3]1[CH:12]=[N:11][C:10]2[N:9]3[CH2:13][CH2:14][CH2:15][C@H:8]3[C:7](=[O:16])[NH:6][C:5]=2[CH:4]=1.Cl.Cl.[F:19][C:20]1[CH:25]=[CH:24][C:23]([N:26]2[CH2:31][CH2:30][NH:29][CH2:28][CH2:27]2)=[C:22]([CH3:32])[CH:21]=1.[I-].C(C[P+](C)(C)C)#N.C(N(CC)C(C)C)(C)C, predict the reaction product.